From a dataset of Reaction yield outcomes from USPTO patents with 853,638 reactions. Predict the reaction yield, written as a fraction of the theoretical maximum amount of product (1.0 means a 100% yield; for example, 0.34 means a 34% yield). (1) The reactants are [CH3:1][O:2][C:3](=[O:7])[CH2:4][O:5][CH3:6].C(N(C(C)C)C(C)C)C.[CH3:17][C:18]1[O:22][C:21]([C:23]2[CH:28]=[CH:27][CH:26]=[CH:25][CH:24]=2)=[N:20][C:19]=1[CH2:29][CH2:30][O:31][C:32]1[C:40]2[CH:39]=[CH:38][S:37][C:36]=2[C:35]([CH:41]=O)=[CH:34][CH:33]=1.S(=O)(=O)(O)O. The catalyst is C1COCC1.ClCCl.CN(C=O)C.[Ti](Cl)(Cl)(Cl)Cl. The product is [CH3:1][O:2][C:3](=[O:7])/[C:4](/[O:5][CH3:6])=[CH:41]/[C:35]1[C:36]2[S:37][CH:38]=[CH:39][C:40]=2[C:32]([O:31][CH2:30][CH2:29][C:19]2[N:20]=[C:21]([C:23]3[CH:28]=[CH:27][CH:26]=[CH:25][CH:24]=3)[O:22][C:18]=2[CH3:17])=[CH:33][CH:34]=1. The yield is 0.610. (2) The reactants are [Cl:1][CH2:2][CH2:3][CH2:4][CH2:5][N:6]1[CH:11]=[C:10]([C:12]2[O:16][C:15]([CH3:17])=[N:14][C:13]=2[CH3:18])[C:9](=[O:19])[NH:8][C:7]1=[O:20].[F:21][C:22]([F:36])([F:35])[C:23]1[CH:28]=[CH:27][C:26]([C@:29]23[CH2:34][C@H:33]2[CH2:32][NH:31][CH2:30]3)=[CH:25][CH:24]=1.CCN(C(C)C)C(C)C.Cl.O1CCOCC1. The catalyst is CCO. The product is [ClH:1].[CH3:17][C:15]1[O:16][C:12]([C:10]2[C:9](=[O:19])[NH:8][C:7](=[O:20])[N:6]([CH2:5][CH2:4][CH2:3][CH2:2][N:31]3[CH2:32][C@H:33]4[C@:29]([C:26]5[CH:25]=[CH:24][C:23]([C:22]([F:21])([F:36])[F:35])=[CH:28][CH:27]=5)([CH2:34]4)[CH2:30]3)[CH:11]=2)=[C:13]([CH3:18])[N:14]=1. The yield is 0.240. (3) The reactants are [C:1]([O:5][C:6](=[O:22])[N:7]([CH2:13][C:14]1[CH:19]=[CH:18][C:17](Br)=[C:16]([F:21])[CH:15]=1)[CH2:8][CH2:9][CH:10]([CH3:12])[CH3:11])([CH3:4])([CH3:3])[CH3:2].C(=O)([O-])[O-].[Na+].[Na+].[C:29]([C:31]1[CH:32]=[C:33](B(O)O)[CH:34]=[CH:35][CH:36]=1)#[N:30]. The catalyst is COCCOC. The product is [C:1]([O:5][C:6](=[O:22])[N:7]([CH2:13][C:14]1[CH:19]=[CH:18][C:17]([C:35]2[CH:34]=[CH:33][CH:32]=[C:31]([C:29]#[N:30])[CH:36]=2)=[C:16]([F:21])[CH:15]=1)[CH2:8][CH2:9][CH:10]([CH3:12])[CH3:11])([CH3:4])([CH3:3])[CH3:2]. The yield is 0.780.